From a dataset of TCR-epitope binding with 47,182 pairs between 192 epitopes and 23,139 TCRs. Binary Classification. Given a T-cell receptor sequence (or CDR3 region) and an epitope sequence, predict whether binding occurs between them. (1) The epitope is HLVDFQVTI. Result: 0 (the TCR does not bind to the epitope). The TCR CDR3 sequence is CASSQVMTASSYNEQFF. (2) The epitope is YLDAYNMMI. Result: 0 (the TCR does not bind to the epitope). The TCR CDR3 sequence is CASSGTLQETQYF. (3) The epitope is ARMILMTHF. The TCR CDR3 sequence is CASSSPGASTYEQYF. Result: 0 (the TCR does not bind to the epitope). (4) The epitope is QVPLRPMTYK. The TCR CDR3 sequence is CASSWQTELNTEAFF. Result: 0 (the TCR does not bind to the epitope). (5) The epitope is FLPRVFSAV. The TCR CDR3 sequence is CASTLASAGKETQYF. Result: 1 (the TCR binds to the epitope). (6) The epitope is LLWNGPMAV. The TCR CDR3 sequence is CASTPGTGAYEQYF. Result: 1 (the TCR binds to the epitope).